Dataset: Catalyst prediction with 721,799 reactions and 888 catalyst types from USPTO. Task: Predict which catalyst facilitates the given reaction. (1) Reactant: [O:1]=[C:2]([N:26]1[CH2:31][CH2:30][N:29]([C:32](=[O:43])[C:33]2[CH:38]=[CH:37][CH:36]=[CH:35][C:34]=2[C:39]([F:42])([F:41])[F:40])[CH2:28][CH2:27]1)[CH2:3][NH:4][C:5]([C:7]1[CH:11]=[C:10]([C:12]2[CH:17]=[CH:16][CH:15]=[CH:14][C:13]=2[O:18]CC2C=CC=CC=2)[NH:9][N:8]=1)=[O:6]. Product: [O:1]=[C:2]([N:26]1[CH2:27][CH2:28][N:29]([C:32](=[O:43])[C:33]2[CH:38]=[CH:37][CH:36]=[CH:35][C:34]=2[C:39]([F:40])([F:42])[F:41])[CH2:30][CH2:31]1)[CH2:3][NH:4][C:5]([C:7]1[CH:11]=[C:10]([C:12]2[CH:17]=[CH:16][CH:15]=[CH:14][C:13]=2[OH:18])[NH:9][N:8]=1)=[O:6]. The catalyst class is: 19. (2) Reactant: [F:1][CH2:2][CH2:3]I.C(=O)([O-])[O-].[K+].[K+].[C:11]([O:15][C:16]([NH:18][C@@H:19]([CH2:27][CH2:28][CH:29]([CH2:37][C:38]1[CH:43]=[CH:42][C:41]([OH:44])=[CH:40][N:39]=1)[C:30]([O:32][C:33]([CH3:36])([CH3:35])[CH3:34])=[O:31])[C:20]([O:22][C:23]([CH3:26])([CH3:25])[CH3:24])=[O:21])=[O:17])([CH3:14])([CH3:13])[CH3:12]. Product: [C:11]([O:15][C:16]([NH:18][C@@H:19]([CH2:27][CH2:28][CH:29]([CH2:37][C:38]1[CH:43]=[CH:42][C:41]([O:44][CH2:3][CH2:2][F:1])=[CH:40][N:39]=1)[C:30]([O:32][C:33]([CH3:34])([CH3:35])[CH3:36])=[O:31])[C:20]([O:22][C:23]([CH3:26])([CH3:24])[CH3:25])=[O:21])=[O:17])([CH3:12])([CH3:13])[CH3:14]. The catalyst class is: 9. (3) Reactant: [OH:1][CH2:2][CH:3]1[CH2:8][CH2:7][N:6]([C:9]([O:11][C:12]([CH3:15])([CH3:14])[CH3:13])=[O:10])[CH2:5][CH2:4]1.C(N(CC)CC)C.[S:23](Cl)([C:26]1[CH:32]=[CH:31][C:29]([CH3:30])=[CH:28][CH:27]=1)(=[O:25])=[O:24].C(OCC)(=O)C.CCCCCC. Product: [S:23]([O:1][CH2:2][CH:3]1[CH2:8][CH2:7][N:6]([C:9]([O:11][C:12]([CH3:15])([CH3:14])[CH3:13])=[O:10])[CH2:5][CH2:4]1)([C:26]1[CH:32]=[CH:31][C:29]([CH3:30])=[CH:28][CH:27]=1)(=[O:25])=[O:24]. The catalyst class is: 46. (4) Reactant: [I:1]I.C1(P(C2C=CC=CC=2)C2C=CC=CC=2)C=CC=CC=1.N1C=CN=C1.O[CH2:28][CH2:29][CH2:30][NH:31][C:32](=[O:38])[O:33][C:34]([CH3:37])([CH3:36])[CH3:35].S([O-])([O-])(=O)=S.[Na+].[Na+]. Product: [I:1][CH2:28][CH2:29][CH2:30][NH:31][C:32](=[O:38])[O:33][C:34]([CH3:37])([CH3:36])[CH3:35]. The catalyst class is: 4. (5) Reactant: [Cl:1][C:2]1[CH:3]=[C:4]2[C:12](=[CH:13][C:14]=1[O:15][CH3:16])[C:7]1([CH2:11][CH2:10][NH:9][CH2:8]1)[CH2:6][CH2:5]2.Cl[CH2:18][CH2:19][CH2:20][S:21][C:22]1[N:23]([CH3:34])[C:24]([C:27]2[S:31][C:30]([CH3:32])=[N:29][C:28]=2[CH3:33])=[N:25][N:26]=1.C([O-])([O-])=O.[K+].[K+].[Na+].[I-]. Product: [ClH:1].[Cl:1][C:2]1[CH:3]=[C:4]2[C:12](=[CH:13][C:14]=1[O:15][CH3:16])[C:7]1([CH2:11][CH2:10][N:9]([CH2:18][CH2:19][CH2:20][S:21][C:22]3[N:23]([CH3:34])[C:24]([C:27]4[S:31][C:30]([CH3:32])=[N:29][C:28]=4[CH3:33])=[N:25][N:26]=3)[CH2:8]1)[CH2:6][CH2:5]2. The catalyst class is: 37. (6) Reactant: [CH3:1][C:2]1([CH3:32])[CH2:5][CH:4]([CH:6]([NH:20][C:21]2[CH:22]=[N:23][C:24]3[C:29]([CH:30]=2)=[CH:28][CH:27]=[C:26]([F:31])[CH:25]=3)[C:7]2[CH:19]=[CH:18][C:10]([C:11]([O:13]C(C)(C)C)=[O:12])=[CH:9][CH:8]=2)[CH2:3]1.FC(F)(F)C(O)=O. Product: [CH3:1][C:2]1([CH3:32])[CH2:3][CH:4]([CH:6]([NH:20][C:21]2[CH:22]=[N:23][C:24]3[C:29]([CH:30]=2)=[CH:28][CH:27]=[C:26]([F:31])[CH:25]=3)[C:7]2[CH:19]=[CH:18][C:10]([C:11]([OH:13])=[O:12])=[CH:9][CH:8]=2)[CH2:5]1. The catalyst class is: 2. (7) Product: [Br:1][C:2]1[CH:3]=[C:4]2[C:5](=[C:10]([CH3:12])[CH:11]=1)[C:6](=[O:8])[N:38]([CH:36]([CH3:37])[CH2:35][O:34][CH2:32][CH3:33])[CH2:13]2. The catalyst class is: 10. Reactant: [Br:1][C:2]1[CH:11]=[C:10]([CH3:12])[C:5]([C:6]([O:8]C)=O)=[C:4]([CH2:13]Br)[CH:3]=1.C(=O)([O-])[O-].[K+].[K+].B(O)(O)O.FC(F)(F)C(O)=O.[CH2:32]([O:34][CH2:35][CH:36]([NH2:38])[CH3:37])[CH3:33].